Dataset: Catalyst prediction with 721,799 reactions and 888 catalyst types from USPTO. Task: Predict which catalyst facilitates the given reaction. (1) Reactant: [OH:1][C:2]1[C:11]2[C:6](=[CH:7][C:8]([C:12]([F:15])([F:14])[F:13])=[CH:9][CH:10]=2)[N:5]=[CH:4][C:3]=1[C:16](OCC)=[O:17].[H-].[Al+3].[Li+].[H-].[H-].[H-].O. Product: [OH:1][C:2]1[C:11]2[C:6](=[CH:7][C:8]([C:12]([F:15])([F:13])[F:14])=[CH:9][CH:10]=2)[N:5]=[CH:4][C:3]=1[CH2:16][OH:17]. The catalyst class is: 1. (2) Reactant: [OH:1][C:2]1[CH:10]=[CH:9][C:5]([C:6]([NH2:8])=[O:7])=[CH:4][CH:3]=1.C(=O)([O-])[O-].[Cs+].[Cs+].Br[C:18]1[CH:19]=[CH:20][C:21]([N+:24]([O-:26])=[O:25])=[N:22][CH:23]=1. Product: [N+:24]([C:21]1[N:22]=[CH:23][C:18]([O:1][C:2]2[CH:10]=[CH:9][C:5]([C:6]([NH2:8])=[O:7])=[CH:4][CH:3]=2)=[CH:19][CH:20]=1)([O-:26])=[O:25]. The catalyst class is: 9. (3) Reactant: [C:1]([C:3]1[CH:8]=[C:7]([N:9]2[CH:13]=[N:12][N:11]=[N:10]2)[CH:6]=[CH:5][C:4]=1[CH2:14][C:15]([N:17]1[CH2:22][CH2:21][N:20](C(OC(C)(C)C)=O)[CH2:19][CH2:18]1)=[O:16])#[N:2].Cl.CCO.C([O-])([O-])=O.[Na+].[Na+]. Product: [O:16]=[C:15]([N:17]1[CH2:18][CH2:19][NH:20][CH2:21][CH2:22]1)[CH2:14][C:4]1[CH:5]=[CH:6][C:7]([N:9]2[CH:13]=[N:12][N:11]=[N:10]2)=[CH:8][C:3]=1[C:1]#[N:2]. The catalyst class is: 12. (4) Reactant: [C:1]([OH:9])(=O)[C:2]1[CH:7]=[CH:6][CH:5]=[CH:4][CH:3]=1.CN(C(ON1N=NC2C=CC=NC1=2)=[N+](C)C)C.F[P-](F)(F)(F)(F)F.CCN(C(C)C)C(C)C.[NH2:43][C:44]1[CH:49]=[CH:48][CH:47]=[CH:46][C:45]=1/[CH:50]=[CH:51]/[C:52]([O:54][CH3:55])=[O:53]. Product: [C:1]([NH:43][C:44]1[CH:49]=[CH:48][CH:47]=[CH:46][C:45]=1/[CH:50]=[CH:51]/[C:52]([O:54][CH3:55])=[O:53])(=[O:9])[C:2]1[CH:3]=[CH:4][CH:5]=[CH:6][CH:7]=1. The catalyst class is: 4.